From a dataset of Catalyst prediction with 721,799 reactions and 888 catalyst types from USPTO. Predict which catalyst facilitates the given reaction. (1) Reactant: [C:1]([O:4][C:5]1[CH:10]=[CH:9][C:8]([C:11](Cl)=[O:12])=[CH:7][C:6]=1[CH2:14][CH:15]=[C:16]([CH3:18])[CH3:17])(=[O:3])[CH3:2].[CH3:19][N:20]1[CH2:25][CH2:24][CH:23]([O:26][C:27]2[CH:32]=[CH:31][C:30]([C:33]3[CH:38]=[CH:37][CH:36]=[C:35](N)[CH:34]=3)=[CH:29][CH:28]=2)[CH2:22][CH2:21]1.[N:40]1C=CC=CC=1. Product: [C:1]([O:4][C:5]1[CH:10]=[CH:9][C:8]([C:11](=[O:12])[NH:40][C:36]2[CH:37]=[CH:38][C:33]([C:30]3[CH:31]=[CH:32][C:27]([O:26][CH:23]4[CH2:24][CH2:25][N:20]([CH3:19])[CH2:21][CH2:22]4)=[CH:28][CH:29]=3)=[CH:34][CH:35]=2)=[CH:7][C:6]=1[CH2:14][CH:15]=[C:16]([CH3:18])[CH3:17])(=[O:3])[CH3:2]. The catalyst class is: 4. (2) Reactant: CC1C2C(=CC=C(C=O)C=2)NC=1.[Cl-].C(OC([P+](C1C=CC=CC=1)(C1C=CC=CC=1)C1C=CC=CC=1)C(OCC)=O)C.CN(C)C(=N)N(C)C.[CH2:50]([O:52][C:53](=[O:69])/[C:54](/[O:66][CH2:67][CH3:68])=[CH:55]/[C:56]1[CH:57]=[C:58]2[C:62](=[CH:63][CH:64]=1)[NH:61][CH:60]=[C:59]2[CH3:65])[CH3:51]. Product: [CH2:50]([O:52][C:53](=[O:69])[CH:54]([O:66][CH2:67][CH3:68])[CH2:55][C:56]1[CH:57]=[C:58]2[C:62](=[CH:63][CH:64]=1)[NH:61][CH:60]=[C:59]2[CH3:65])[CH3:51]. The catalyst class is: 4. (3) Reactant: [Si]([O:8][C@H:9]1[C@H:14]([NH:15]C(=O)OC(C)(C)C)[CH2:13][CH2:12][N:11]([C:23]2[CH:28]=[C:27]([C:29]#[N:30])[CH:26]=[C:25]([NH:31][C:32]3[N:37]=[C:36]([N:38]([CH2:48][CH3:49])[CH2:39][C:40]4[CH:45]=[CH:44][C:43]([O:46][CH3:47])=[CH:42][CH:41]=4)[C:35]4=[N:50][CH:51]=[C:52]([C:53]#[N:54])[N:34]4[N:33]=3)[C:24]=2[Cl:55])[CH2:10]1)(C(C)(C)C)(C)C. Product: [NH2:15][C@@H:14]1[CH2:13][CH2:12][N:11]([C:23]2[C:24]([Cl:55])=[C:25]([NH:31][C:32]3[N:37]=[C:36]([N:38]([CH2:48][CH3:49])[CH2:39][C:40]4[CH:41]=[CH:42][C:43]([O:46][CH3:47])=[CH:44][CH:45]=4)[C:35]4=[N:50][CH:51]=[C:52]([C:53]#[N:54])[N:34]4[N:33]=3)[CH:26]=[C:27]([C:29]#[N:30])[CH:28]=2)[CH2:10][C@H:9]1[OH:8]. The catalyst class is: 10. (4) Reactant: [F:1][C:2]1[C:3]([N:8]2[CH2:13][CH2:12][O:11][CH2:10][CH2:9]2)=[N:4][CH:5]=[CH:6][CH:7]=1.[N+:14]([O-])([O-])=O.[K+]. Product: [F:1][C:2]1[CH:7]=[C:6]([NH2:14])[CH:5]=[N:4][C:3]=1[N:8]1[CH2:9][CH2:10][O:11][CH2:12][CH2:13]1. The catalyst class is: 65. (5) Reactant: Cl.Cl.[NH:3]1[CH2:8][CH2:7][NH:6][CH2:5][CH:4]1[C:9]([OH:11])=[O:10].[OH-:12].[Na+].Cl[C:15]([O:17][CH2:18][C:19]1[CH:24]=[CH:23][CH:22]=[CH:21][CH:20]=1)=[O:16]. Product: [CH2:18]([O:17][C:15]([N:3]1[CH2:8][CH2:7][N:6]([C:15]([O:17][CH2:18][C:19]2[CH:24]=[CH:23][CH:22]=[CH:21][CH:20]=2)=[O:12])[CH2:5][CH:4]1[C:9]([OH:11])=[O:10])=[O:16])[C:19]1[CH:24]=[CH:23][CH:22]=[CH:21][CH:20]=1. The catalyst class is: 127.